From a dataset of Peptide-MHC class II binding affinity with 134,281 pairs from IEDB. Regression. Given a peptide amino acid sequence and an MHC pseudo amino acid sequence, predict their binding affinity value. This is MHC class II binding data. (1) The MHC is DRB1_1302 with pseudo-sequence DRB1_1302. The binding affinity (normalized) is 0. The peptide sequence is RQAEPSLYGRHNCRC. (2) The peptide sequence is YVNQHLAGSHLVEAL. The MHC is HLA-DQA10102-DQB10602 with pseudo-sequence HLA-DQA10102-DQB10602. The binding affinity (normalized) is 0.372.